This data is from NCI-60 drug combinations with 297,098 pairs across 59 cell lines. The task is: Regression. Given two drug SMILES strings and cell line genomic features, predict the synergy score measuring deviation from expected non-interaction effect. (1) Drug 1: CCC(=C(C1=CC=CC=C1)C2=CC=C(C=C2)OCCN(C)C)C3=CC=CC=C3.C(C(=O)O)C(CC(=O)O)(C(=O)O)O. Drug 2: CC(C)CN1C=NC2=C1C3=CC=CC=C3N=C2N. Cell line: ACHN. Synergy scores: CSS=3.32, Synergy_ZIP=-1.73, Synergy_Bliss=-0.886, Synergy_Loewe=0.560, Synergy_HSA=-0.0346. (2) Drug 1: CC1=C2C(C(=O)C3(C(CC4C(C3C(C(C2(C)C)(CC1OC(=O)C(C(C5=CC=CC=C5)NC(=O)C6=CC=CC=C6)O)O)OC(=O)C7=CC=CC=C7)(CO4)OC(=O)C)O)C)OC(=O)C. Drug 2: CC1=C(C(=CC=C1)Cl)NC(=O)C2=CN=C(S2)NC3=CC(=NC(=N3)C)N4CCN(CC4)CCO. Cell line: K-562. Synergy scores: CSS=51.2, Synergy_ZIP=12.1, Synergy_Bliss=12.2, Synergy_Loewe=-25.2, Synergy_HSA=8.71.